This data is from Full USPTO retrosynthesis dataset with 1.9M reactions from patents (1976-2016). The task is: Predict the reactants needed to synthesize the given product. (1) Given the product [CH3:1][S:2][C:3]1[CH:10]=[CH:9][C:6]([CH2:7][N:19]2[C:27]3[C:22](=[CH:23][CH:24]=[CH:25][CH:26]=3)[C:21]3([C:31]4=[CH:32][C:33]5[O:37][CH2:36][O:35][C:34]=5[CH:38]=[C:30]4[O:29][CH2:28]3)[C:20]2=[O:39])=[CH:5][CH:4]=1, predict the reactants needed to synthesize it. The reactants are: [CH3:1][S:2][C:3]1[CH:10]=[CH:9][C:6]([CH2:7]Br)=[CH:5][CH:4]=1.BrCC1CCCCO1.[NH:19]1[C:27]2[C:22](=[CH:23][CH:24]=[CH:25][CH:26]=2)[C:21]2([C:31]3=[CH:32][C:33]4[O:37][CH2:36][O:35][C:34]=4[CH:38]=[C:30]3[O:29][CH2:28]2)[C:20]1=[O:39].N1C2C(=CC=CC=2)C2(COC3C=C4C(=CC2=3)CCO4)C1=O. (2) Given the product [OH:18][CH2:17][CH2:16][O:8][C:7](=[O:9])[C:6]1[CH:10]=[CH:11][C:3]([N:2]([CH3:12])[CH3:1])=[CH:4][CH:5]=1, predict the reactants needed to synthesize it. The reactants are: [CH3:1][N:2]([CH3:12])[C:3]1[CH:11]=[CH:10][C:6]([C:7]([OH:9])=[O:8])=[CH:5][CH:4]=1.[H-].[Na+].Cl[CH2:16][CH2:17][OH:18]. (3) Given the product [CH:34]1([NH:37][CH2:2][C:3]([NH:5][C:6]2[CH:16]=[CH:15][C:14]([C:17]3[CH:18]=[C:19]4[C:25]([C:26]5[CH:31]=[CH:30][CH:29]=[CH:28][C:27]=5[O:32][CH3:33])=[N:24][NH:23][C:20]4=[N:21][CH:22]=3)=[CH:13][C:7]=2[C:8]([N:10]([CH3:12])[CH3:11])=[O:9])=[O:4])[CH2:36][CH2:35]1, predict the reactants needed to synthesize it. The reactants are: Br[CH2:2][C:3]([NH:5][C:6]1[CH:16]=[CH:15][C:14]([C:17]2[CH:18]=[C:19]3[C:25]([C:26]4[CH:31]=[CH:30][CH:29]=[CH:28][C:27]=4[O:32][CH3:33])=[N:24][NH:23][C:20]3=[N:21][CH:22]=2)=[CH:13][C:7]=1[C:8]([N:10]([CH3:12])[CH3:11])=[O:9])=[O:4].[CH:34]1([NH2:37])[CH2:36][CH2:35]1. (4) Given the product [CH2:10]([O:9][C:3]1[CH:4]=[CH:5][CH:6]=[C:7]([F:8])[C:2]=1[I:12])[CH3:11], predict the reactants needed to synthesize it. The reactants are: Br[C:2]1[C:7]([F:8])=[CH:6][CH:5]=[CH:4][C:3]=1[O:9][CH2:10][CH3:11].[I-:12].[Na+]. (5) Given the product [N:20]1[CH:21]=[CH:22][C:17]([CH2:16][O:15][C:14](=[O:23])[NH:13][C@@H:4]([CH2:5][C:6]2[CH:11]=[CH:10][C:9]([OH:12])=[CH:8][CH:7]=2)[C:1]([N:25]([CH3:24])[CH2:26][CH2:27][C:28]2[CH:33]=[CH:32][CH:31]=[CH:30][CH:29]=2)=[O:3])=[CH:18][CH:19]=1, predict the reactants needed to synthesize it. The reactants are: [C:1]([C@@H:4]([NH:13][C:14](=[O:23])[O:15][CH2:16][C:17]1[CH:22]=[CH:21][N:20]=[CH:19][CH:18]=1)[CH2:5][C:6]1[CH:11]=[CH:10][C:9]([OH:12])=[CH:8][CH:7]=1)([OH:3])=O.[CH3:24][NH:25][CH2:26][CH2:27][C:28]1[CH:33]=[CH:32][CH:31]=[CH:30][CH:29]=1.C1CN([P+](Br)(N2CCCC2)N2CCCC2)CC1.F[P-](F)(F)(F)(F)F.CCN(C(C)C)C(C)C. (6) Given the product [Br:20][C:19]1[CH:14]=[C:1]2[C:2](=[CH:17][CH:18]=1)[CH:3]=[C:4]([O:7][CH2:8][C:9]([O:11][CH2:12][CH3:13])=[O:10])[CH:5]=[CH:6]2, predict the reactants needed to synthesize it. The reactants are: [C:1]1([C:14]2[CH:19]=[CH:18][CH:17]=CC=2)[CH:6]=[CH:5][C:4]([O:7][CH2:8][C:9]([O:11][CH2:12][CH3:13])=[O:10])=[CH:3][CH:2]=1.[Br:20]C1C=C2C(=CC=1)C=C(O)C=C2.BrCC(OCC)=O.C(=O)([O-])[O-].[K+].[K+]. (7) Given the product [Br:1][C:2]1[CH:3]=[C:4]2[C:9](=[CH:10][CH:11]=1)[N:8]([CH:14]=[O:15])[CH2:7][CH2:6][C:5]2([CH3:13])[CH3:12], predict the reactants needed to synthesize it. The reactants are: [Br:1][C:2]1[CH:3]=[C:4]2[C:9](=[CH:10][CH:11]=1)[NH:8][CH2:7][CH2:6][C:5]2([CH3:13])[CH3:12].[CH:14](O)=[O:15]. (8) The reactants are: [CH3:1][C:2]1[CH:7]=[CH:6][C:5]([NH:8][C:9](=[O:20])[C:10]2[CH:15]=[CH:14][CH:13]=[C:12]([C:16]([F:19])([F:18])[F:17])[CH:11]=2)=[CH:4][C:3]=1[C:21]1[CH:26]=[C:25]([N:27]2[CH2:32][CH2:31][O:30][CH2:29][CH2:28]2)[N:24]=[C:23](S(C)(=O)=O)[N:22]=1.C1[C:40]2(C[NH:42][CH2:41]2)CO1.C(N(CC)CC)C. Given the product [CH2:41]([NH:42][C:23]1[N:22]=[C:21]([C:3]2[CH:4]=[C:5]([NH:8][C:9](=[O:20])[C:10]3[CH:15]=[CH:14][CH:13]=[C:12]([C:16]([F:19])([F:18])[F:17])[CH:11]=3)[CH:6]=[CH:7][C:2]=2[CH3:1])[CH:26]=[C:25]([N:27]2[CH2:32][CH2:31][O:30][CH2:29][CH2:28]2)[N:24]=1)[CH3:40], predict the reactants needed to synthesize it. (9) Given the product [Br:18][C:19]1[CH:24]=[CH:23][C:22]([NH:25][C:26]2[N:13]([CH2:14][CH2:15][CH2:16][OH:17])[C:3]3[C:4]([C:5]([O:7][CH3:8])=[O:6])=[CH:9][CH:10]=[C:11]([Cl:12])[C:2]=3[N:1]=2)=[C:21]([Cl:28])[CH:20]=1, predict the reactants needed to synthesize it. The reactants are: [NH2:1][C:2]1[C:3]([NH:13][CH2:14][CH2:15][CH2:16][OH:17])=[C:4]([CH:9]=[CH:10][C:11]=1[Cl:12])[C:5]([O:7][CH3:8])=[O:6].[Br:18][C:19]1[CH:24]=[CH:23][C:22]([N:25]=[C:26]=S)=[C:21]([Cl:28])[CH:20]=1.NC(N)=S.Cl.C(N=C=NCCCN(C)C)C.C(N(CC)CC)C. (10) Given the product [N:5]1[CH:6]=[CH:7][C:2]([C:1]2[C:9]3[CH2:10][N:11]([C:16]([O:18][C:19]([CH3:22])([CH3:21])[CH3:20])=[O:17])[CH2:12][CH2:13][C:14]=3[NH:24][N:23]=2)=[CH:3][CH:4]=1, predict the reactants needed to synthesize it. The reactants are: [C:1]([CH:9]1[C:14](=O)[CH2:13][CH2:12][N:11]([C:16]([O:18][C:19]([CH3:22])([CH3:21])[CH3:20])=[O:17])[CH2:10]1)(=O)[C:2]1[CH:7]=[CH:6][N:5]=[CH:4][CH:3]=1.[NH2:23][NH2:24].